This data is from Forward reaction prediction with 1.9M reactions from USPTO patents (1976-2016). The task is: Predict the product of the given reaction. (1) Given the reactants [CH2:1](OC(=O)C)C.Cl.C[N:9]([CH2:17][CH2:18][N:19]([CH2:41][C:42]1[CH:47]=[CH:46][N:45]=[CH:44][CH:43]=1)[CH2:20][CH2:21][CH2:22][O:23][C:24]1[CH:40]=[CH:39][C:27]2[N:28]([CH3:38])[C:29](=[O:37])[C:30]([CH3:36])([CH3:35])[C:31](=[O:34])[N:32]([CH3:33])[C:26]=2[CH:25]=1)C(=O)OC(C)(C)C, predict the reaction product. The product is: [CH3:38][N:28]1[C:29](=[O:37])[C:30]([CH3:35])([CH3:36])[C:31](=[O:34])[N:32]([CH3:33])[C:26]2[CH:25]=[C:24]([O:23][CH2:22][CH2:21][CH2:20][N:19]([CH2:18][CH:17]([NH2:9])[CH3:1])[CH2:41][C:42]3[CH:43]=[CH:44][N:45]=[CH:46][CH:47]=3)[CH:40]=[CH:39][C:27]1=2. (2) Given the reactants Cl.[NH2:2][C@@H:3]([CH2:7][CH3:8])[C:4]([NH2:6])=[O:5].[OH-].[K+].Cl[CH2:12][CH2:13][CH2:14][C:15](Cl)=[O:16], predict the reaction product. The product is: [CH2:7]([C@H:3]([N:2]1[CH2:12][CH2:13][CH2:14][C:15]1=[O:16])[C:4]([NH2:6])=[O:5])[CH3:8]. (3) Given the reactants C(O[C:6]([N:8](C)[CH2:9][CH2:10][NH2:11])=O)(C)(C)C.[CH3:13][S:14](Cl)(=[O:16])=[O:15], predict the reaction product. The product is: [CH3:6][NH:8][CH2:9][CH2:10][NH:11][S:14]([CH3:13])(=[O:16])=[O:15]. (4) Given the reactants [O:1]([CH2:8][C@@H:9]([O:24][Si:25]([CH2:30][CH3:31])([CH2:28][CH3:29])[CH2:26][CH3:27])[CH2:10][NH:11][CH:12]1[CH2:18][C:17]2[CH:19]=[C:20]([OH:23])[CH:21]=[CH:22][C:16]=2[CH2:15][CH2:14][CH2:13]1)[C:2]1[CH:7]=[CH:6][CH:5]=[CH:4][CH:3]=1.[C:32](O[C:32]([O:34][C:35]([CH3:38])([CH3:37])[CH3:36])=[O:33])([O:34][C:35]([CH3:38])([CH3:37])[CH3:36])=[O:33], predict the reaction product. The product is: [OH:23][C:20]1[CH:21]=[CH:22][C:16]2[CH2:15][CH2:14][CH2:13][CH:12]([N:11]([C:32]([O:34][C:35]([CH3:38])([CH3:37])[CH3:36])=[O:33])[CH2:10][C@H:9]([O:24][Si:25]([CH2:28][CH3:29])([CH2:30][CH3:31])[CH2:26][CH3:27])[CH2:8][O:1][C:2]3[CH:7]=[CH:6][CH:5]=[CH:4][CH:3]=3)[CH2:18][C:17]=2[CH:19]=1. (5) Given the reactants [F:1][C:2]([F:26])([F:25])[CH2:3][NH:4][C:5]([C:7]1([CH2:20][CH2:21][CH2:22][CH2:23]Br)[C:19]2[CH:18]=[CH:17][CH:16]=[CH:15][C:14]=2[C:13]2[C:8]1=[CH:9][CH:10]=[CH:11][CH:12]=2)=[O:6].[Cl:27][C:28]1[CH:42]=[CH:41][C:31]2[N:32]=[C:33]([N:35]3[CH2:40][CH2:39][NH:38][CH2:37][CH2:36]3)[S:34][C:30]=2[CH:29]=1, predict the reaction product. The product is: [F:1][C:2]([F:26])([F:25])[CH2:3][NH:4][C:5]([C:7]1([CH2:20][CH2:21][CH2:22][CH2:23][N:38]2[CH2:39][CH2:40][N:35]([C:33]3[S:34][C:30]4[CH:29]=[C:28]([Cl:27])[CH:42]=[CH:41][C:31]=4[N:32]=3)[CH2:36][CH2:37]2)[C:19]2[CH:18]=[CH:17][CH:16]=[CH:15][C:14]=2[C:13]2[C:8]1=[CH:9][CH:10]=[CH:11][CH:12]=2)=[O:6]. (6) Given the reactants Br[C:2]1[CH:24]=[CH:23][C:5]2[C:6]3[N:10]([CH2:11][CH2:12][O:13][C:4]=2[CH:3]=1)[CH:9]=[C:8]([C:14]1[N:18]([CH:19]([CH3:21])[CH3:20])[N:17]=[C:16]([NH2:22])[N:15]=1)[N:7]=3.C([O-])(=O)C.[K+].C(#N)C.O.[CH3:34][C:35]([OH:52])([CH3:51])[CH2:36][N:37]1[CH:41]=[C:40](B2OC(C)(C)C(C)(C)O2)[CH:39]=[N:38]1, predict the reaction product. The product is: [NH2:22][C:16]1[N:15]=[C:14]([C:8]2[N:7]=[C:6]3[C:5]4[CH:23]=[CH:24][C:2]([C:40]5[CH:39]=[N:38][N:37]([CH2:36][C:35]([CH3:51])([OH:52])[CH3:34])[CH:41]=5)=[CH:3][C:4]=4[O:13][CH2:12][CH2:11][N:10]3[CH:9]=2)[N:18]([CH:19]([CH3:21])[CH3:20])[N:17]=1. (7) Given the reactants [Cl:1][C:2]1[C:3]([F:28])=[C:4]([CH:8]2[C:12]([C:15]3[CH:20]=[CH:19][C:18]([Cl:21])=[CH:17][C:16]=3[F:22])([C:13]#[N:14])[CH:11]([CH2:23][C:24]([CH3:27])([CH3:26])[CH3:25])[CH2:10][NH:9]2)[CH:5]=[CH:6][CH:7]=1.CCN(C(C)C)C(C)C.Cl.[N:39]1[CH:44]=[CH:43][CH:42]=[C:41]([S:45](Cl)(=[O:47])=[O:46])[CH:40]=1, predict the reaction product. The product is: [Cl:1][C:2]1[C:3]([F:28])=[C:4]([CH:8]2[C:12]([C:15]3[CH:20]=[CH:19][C:18]([Cl:21])=[CH:17][C:16]=3[F:22])([C:13]#[N:14])[CH:11]([CH2:23][C:24]([CH3:25])([CH3:27])[CH3:26])[CH2:10][N:9]2[S:45]([C:41]2[CH:40]=[N:39][CH:44]=[CH:43][CH:42]=2)(=[O:47])=[O:46])[CH:5]=[CH:6][CH:7]=1. (8) The product is: [NH2:12][C:13]1[CH:21]=[CH:20][C:16]([C:17]([NH2:19])=[O:18])=[C:15]([O:22][CH3:23])[CH:14]=1. Given the reactants C([O-])=O.[NH4+].C([NH:12][C:13]1[CH:21]=[CH:20][C:16]([C:17]([NH2:19])=[O:18])=[C:15]([O:22][CH3:23])[CH:14]=1)C1C=CC=CC=1, predict the reaction product.